From a dataset of Catalyst prediction with 721,799 reactions and 888 catalyst types from USPTO. Predict which catalyst facilitates the given reaction. (1) Reactant: S[C:2]1[NH:7][C:6](=[O:8])[C:5]([O:9][CH3:10])=[CH:4][N:3]=1. Product: [CH3:10][O:9][C:5]1[C:6](=[O:8])[NH:7][CH:2]=[N:3][CH:4]=1. The catalyst class is: 769. (2) Reactant: CS(O[CH2:6][CH2:7][C:8]1[CH:13]=[CH:12][C:11]([C:14]2[CH:19]=[N:18][C:17]([NH2:20])=[C:16]([C:21](=[O:29])[NH:22][C:23]3[CH:24]=[N:25][CH:26]=[CH:27][CH:28]=3)[N:15]=2)=[CH:10][CH:9]=1)(=O)=O.C([O-])([O-])=O.[K+].[K+].[CH3:36][O:37][CH2:38][CH2:39][CH2:40][NH2:41]. Product: [NH2:20][C:17]1[C:16]([C:21]([NH:22][C:23]2[CH:24]=[N:25][CH:26]=[CH:27][CH:28]=2)=[O:29])=[N:15][C:14]([C:11]2[CH:10]=[CH:9][C:8]([CH2:7][CH2:6][NH:41][CH2:40][CH2:39][CH2:38][O:37][CH3:36])=[CH:13][CH:12]=2)=[CH:19][N:18]=1. The catalyst class is: 23. (3) Reactant: C1COCC1.[CH3:6][O:7][C:8]1[C:9]([S:21](Cl)(=[O:23])=[O:22])=[CH:10][C:11]2[CH2:12][CH2:13][C:14](=[O:20])[C:15]([CH3:19])([CH3:18])[C:16]=2[CH:17]=1.[NH:25]1[CH2:29][CH2:28][CH2:27][CH2:26]1.C(N(CC)CC)C. Product: [CH3:6][O:7][C:8]1[CH:17]=[C:16]2[C:11]([CH2:12][CH2:13][C:14](=[O:20])[C:15]2([CH3:19])[CH3:18])=[CH:10][C:9]=1[S:21]([N:25]1[CH2:29][CH2:28][CH2:27][CH2:26]1)(=[O:23])=[O:22]. The catalyst class is: 6. (4) Reactant: [CH:1]1([C:6]2[C:10]3[CH2:11][N:12](C(OC(C)(C)C)=O)[C@@H:13]([CH3:15])[CH2:14][C:9]=3[NH:8][N:7]=2)[CH2:5][CH2:4][CH2:3][CH2:2]1.Cl.O1CCOCC1. Product: [CH:1]1([C:6]2[C:10]3[CH2:11][NH:12][C@@H:13]([CH3:15])[CH2:14][C:9]=3[NH:8][N:7]=2)[CH2:2][CH2:3][CH2:4][CH2:5]1. The catalyst class is: 12. (5) Reactant: B(Br)(Br)Br.[C:5]([C:9]1[CH:10]=[CH:11][C:12]([O:26]C)=[C:13]([CH:25]=1)[C:14]([N:16]1[CH2:24][C:23]2[C:18](=[CH:19][CH:20]=[CH:21][CH:22]=2)[CH2:17]1)=[O:15])([CH3:8])([CH3:7])[CH3:6].C([O-])([O-])=O.[Na+].[Na+].CCOC(C)=O. Product: [C:5]([C:9]1[CH:10]=[CH:11][C:12]([OH:26])=[C:13]([C:14]([N:16]2[CH2:17][C:18]3[C:23](=[CH:22][CH:21]=[CH:20][CH:19]=3)[CH2:24]2)=[O:15])[CH:25]=1)([CH3:8])([CH3:6])[CH3:7]. The catalyst class is: 2. (6) Reactant: [Cl:1][C:2]1[CH:3]=[C:4]([C@@H:8]2[C@@H:13]([C:14]3[CH:19]=[CH:18][C:17]([Cl:20])=[CH:16][CH:15]=3)[NH:12][C:11](=[O:21])[C@H:10]([CH2:22][C:23]([O:25]C(C)(C)C)=[O:24])[O:9]2)[CH:5]=[CH:6][CH:7]=1.C(=O)([O-])[O-].[Cs+].[Cs+].I[CH2:37][CH2:38][CH2:39][CH3:40]. Product: [CH2:37]([N:12]1[C@H:13]([C:14]2[CH:15]=[CH:16][C:17]([Cl:20])=[CH:18][CH:19]=2)[C@@H:8]([C:4]2[CH:5]=[CH:6][CH:7]=[C:2]([Cl:1])[CH:3]=2)[O:9][C@@H:10]([CH2:22][C:23]([OH:25])=[O:24])[C:11]1=[O:21])[CH2:38][CH2:39][CH3:40]. The catalyst class is: 3. (7) Reactant: [N+:1]([O-:4])([O-])=[O:2].[K+].[C:6]([C:10]1[CH:16]=[CH:15][CH:14]=[CH:13][C:11]=1[NH2:12])([CH3:9])([CH3:8])[CH3:7]. Product: [C:6]([C:10]1[CH:16]=[CH:15][C:14]([N+:1]([O-:4])=[O:2])=[CH:13][C:11]=1[NH2:12])([CH3:9])([CH3:7])[CH3:8]. The catalyst class is: 82. (8) Reactant: [NH2:1][CH2:2][C:3]1[C:12]2[CH2:11][S:10][N:9]=[C:8]([N:13](C(OC(C)(C)C)=O)C(OC(C)(C)C)=O)[C:7]3=[N:28][N:29]([CH2:31][C:32]4[C:37]([CH3:38])=[C:36]([O:39][CH3:40])[C:35]([CH3:41])=[CH:34][N:33]=4)[N:30]=[C:5]([C:6]=23)[CH:4]=1.N1C=CC=CC=1.[C:48](OC(=O)C)(=[O:50])[CH3:49]. Product: [NH2:13][C:8]1[C:7]2[C:6]3[C:5](=[N:30][N:29]([CH2:31][C:32]4[C:37]([CH3:38])=[C:36]([O:39][CH3:40])[C:35]([CH3:41])=[CH:34][N:33]=4)[N:28]=2)[CH:4]=[C:3]([CH2:2][NH:1][C:48](=[O:50])[CH3:49])[C:12]=3[CH2:11][S:10][N:9]=1. The catalyst class is: 4. (9) Reactant: [Cl:1][C:2]1[CH:7]=[CH:6][C:5]([C:8]2[N:9]=[C:10]([CH3:16])[S:11][C:12]=2[C:13]([OH:15])=O)=[CH:4][CH:3]=1.O.ON1C2C=CC=CC=2N=N1.Cl.CN(C)CCCN=C=NCC.[N:40]1[CH:45]=[CH:44][CH:43]=[CH:42][C:41]=1[CH2:46][C:47]1[CH:52]=[CH:51][C:50]([NH2:53])=[CH:49][CH:48]=1. Product: [Cl:1][C:2]1[CH:3]=[CH:4][C:5]([C:8]2[N:9]=[C:10]([CH3:16])[S:11][C:12]=2[C:13]([NH:53][C:50]2[CH:49]=[CH:48][C:47]([CH2:46][C:41]3[CH:42]=[CH:43][CH:44]=[CH:45][N:40]=3)=[CH:52][CH:51]=2)=[O:15])=[CH:6][CH:7]=1. The catalyst class is: 255. (10) Reactant: [CH2:1]([NH:3][C:4]([NH:6][C:7]1[N:12]=[CH:11][C:10]([C:13]2[CH:14]=[N:15][CH:16]=[C:17]([C:19]([O:21]CC)=[O:20])[CH:18]=2)=[C:9]([C:24]2[CH:25]=[N:26][CH:27]=[C:28]([F:30])[CH:29]=2)[CH:8]=1)=[O:5])[CH3:2].[OH-].[Li+]. Product: [CH2:1]([NH:3][C:4]([NH:6][C:7]1[N:12]=[CH:11][C:10]([C:13]2[CH:14]=[N:15][CH:16]=[C:17]([C:19]([OH:21])=[O:20])[CH:18]=2)=[C:9]([C:24]2[CH:25]=[N:26][CH:27]=[C:28]([F:30])[CH:29]=2)[CH:8]=1)=[O:5])[CH3:2]. The catalyst class is: 1.